Dataset: Full USPTO retrosynthesis dataset with 1.9M reactions from patents (1976-2016). Task: Predict the reactants needed to synthesize the given product. (1) Given the product [Cl:17][C:18]1[CH:19]=[CH:20][C:21]([C:22]([N:24]2[CH2:25][CH2:26][CH:27]([NH:30][C:31]3[N:32]=[CH:33][C:34](/[CH:35]=[CH:5]/[C:4]([O:3][CH2:1][CH3:2])=[O:14])=[CH:37][CH:38]=3)[CH2:28][CH2:29]2)=[O:23])=[CH:39][CH:40]=1, predict the reactants needed to synthesize it. The reactants are: [CH2:1]([O:3][C:4](=[O:14])[CH2:5]P(OCC)(OCC)=O)[CH3:2].[H-].[Na+].[Cl:17][C:18]1[CH:40]=[CH:39][C:21]([C:22]([N:24]2[CH2:29][CH2:28][CH:27]([NH:30][C:31]3[CH:38]=[CH:37][C:34]([CH:35]=O)=[CH:33][N:32]=3)[CH2:26][CH2:25]2)=[O:23])=[CH:20][CH:19]=1.C(OCC)(C)=O.O. (2) Given the product [ClH:1].[Cl:1][C:2]1[CH:7]=[CH:6][CH:5]=[C:4]([Cl:8])[C:3]=1[NH:9][C:10]1[NH:20][C:16]2[CH:17]=[C:18]([F:19])[C:13]([F:12])=[CH:14][C:15]=2[N:21]=1, predict the reactants needed to synthesize it. The reactants are: [Cl:1][C:2]1[CH:7]=[CH:6][CH:5]=[C:4]([Cl:8])[C:3]=1[N:9]=[C:10]=S.[F:12][C:13]1[C:18]([F:19])=[CH:17][C:16]([NH2:20])=[C:15]([NH2:21])[CH:14]=1. (3) Given the product [F:9][C:5]1[C:6]([F:8])=[CH:7][CH:2]=[CH:3][C:4]=1[NH2:10], predict the reactants needed to synthesize it. The reactants are: Cl[C:2]1[CH:7]=[C:6]([F:8])[C:5]([F:9])=[C:4]([N+:10]([O-])=O)[C:3]=1Cl.C(N(CC)CC)C.[H][H]. (4) Given the product [CH2:9]([S:8][C:5]1[CH:6]=[CH:7][C:2]([NH:1][C:29]2[CH:28]=[C:25]([C:26]#[N:27])[C:24]([Br:23])=[CH:31][C:30]=2[O:32][CH3:33])=[C:3](/[CH:16]=[CH:17]/[C:18]([O:20][CH2:21][CH3:22])=[O:19])[CH:4]=1)[C:10]1[CH:15]=[CH:14][CH:13]=[CH:12][CH:11]=1, predict the reactants needed to synthesize it. The reactants are: [NH2:1][C:2]1[CH:7]=[CH:6][C:5]([S:8][CH2:9][C:10]2[CH:15]=[CH:14][CH:13]=[CH:12][CH:11]=2)=[CH:4][C:3]=1/[CH:16]=[CH:17]/[C:18]([O:20][CH2:21][CH3:22])=[O:19].[Br:23][C:24]1[CH:31]=[C:30]([O:32][CH3:33])[C:29](I)=[CH:28][C:25]=1[C:26]#[N:27].C(=O)([O-])[O-].[Cs+].[Cs+]. (5) Given the product [NH2:14][C:13]1[CH:12]=[C:11]([C:15]2[CH:20]=[CH:19][C:18]([F:21])=[C:17]([F:22])[CH:16]=2)[S:4][C:5]=1[C:6]([O:8][CH3:9])=[O:7], predict the reactants needed to synthesize it. The reactants are: C[O-].[Na+].[SH:4][CH2:5][C:6]([O:8][CH3:9])=[O:7].Cl/[C:11](/[C:15]1[CH:20]=[CH:19][C:18]([F:21])=[C:17]([F:22])[CH:16]=1)=[CH:12]\[C:13]#[N:14].O.